From a dataset of Forward reaction prediction with 1.9M reactions from USPTO patents (1976-2016). Predict the product of the given reaction. (1) The product is: [Cl:44][C:45]1[CH:52]=[CH:51][C:48]([CH2:49][NH:50][C:19](=[O:21])[CH2:18][N:11]2[C:12]3[C:17](=[CH:16][CH:15]=[CH:14][CH:13]=3)[C:9]([CH:8]=[C:4]3[S:3][C:2](=[O:1])[NH:6][C:5]3=[O:7])=[CH:10]2)=[CH:47][CH:46]=1. Given the reactants [O:1]=[C:2]1[NH:6][C:5](=[O:7])[C:4](=[CH:8][C:9]2[C:17]3[C:12](=[CH:13][CH:14]=[CH:15][CH:16]=3)[N:11]([CH2:18][C:19]([OH:21])=O)[CH:10]=2)[S:3]1.Cl.C(N=C=NCCCN(C)C)C.ON1C2C=CC=CC=2N=N1.[Cl:44][C:45]1[CH:52]=[CH:51][C:48]([CH2:49][NH2:50])=[CH:47][CH:46]=1.CCN(C(C)C)C(C)C, predict the reaction product. (2) Given the reactants [NH2:1][CH:2]1[CH2:6][CH2:5][N:4]([C:7]2[N:12]=[CH:11][C:10]([NH:13][C:14]3[C:23]4[C:18](=[CH:19][CH:20]=[C:21]([C:24]5[CH:29]=[C:28]([F:30])[C:27]([OH:31])=[C:26]([Cl:32])[CH:25]=5)[CH:22]=4)[N:17]=[CH:16][C:15]=3[C:33]([CH:35]3[CH2:37][CH2:36]3)=[O:34])=[CH:9][N:8]=2)[CH2:3]1.Cl, predict the reaction product. The product is: [ClH:32].[NH2:1][CH:2]1[CH2:6][CH2:5][N:4]([C:7]2[N:8]=[CH:9][C:10]([NH:13][C:14]3[C:23]4[C:18](=[CH:19][CH:20]=[C:21]([C:24]5[CH:29]=[C:28]([F:30])[C:27]([OH:31])=[C:26]([Cl:32])[CH:25]=5)[CH:22]=4)[N:17]=[CH:16][C:15]=3[C:33]([CH:35]3[CH2:36][CH2:37]3)=[O:34])=[CH:11][N:12]=2)[CH2:3]1. (3) Given the reactants [C:1]([OH:32])(=[O:31])[CH2:2][CH2:3][C@H:4]([NH:8][C:9]([C:11]1[CH:30]=[CH:29][C:14]([NH:15][CH2:16][C@@H:17]2[NH:28][C:27]3[C:25](=[O:26])[NH:24][C:22]([NH2:23])=[N:21][C:20]=3[NH:19][CH2:18]2)=[CH:13][CH:12]=1)=[O:10])[C:5]([OH:7])=[O:6].Cl, predict the reaction product. The product is: [C:1]([OH:32])(=[O:31])[CH2:2][CH2:3][C@H:4]([NH:8][C:9]([C:11]1[CH:12]=[CH:13][C:14]([NH:15][CH2:16][CH:17]2[NH:28][C:27]3[C:25](=[O:26])[NH:24][C:22]([NH2:23])=[N:21][C:20]=3[NH:19][CH2:18]2)=[CH:29][CH:30]=1)=[O:10])[C:5]([OH:7])=[O:6].